From a dataset of Forward reaction prediction with 1.9M reactions from USPTO patents (1976-2016). Predict the product of the given reaction. (1) The product is: [CH3:12][O:11][C:8]1[CH:9]=[CH:10][C:2]([C:21](=[O:31])[C:22]2[CH:23]=[CH:24][C:25]([CH2:28][O:29][CH3:30])=[CH:26][CH:27]=2)=[C:3]([CH:7]=1)[C:4]([OH:6])=[O:5]. Given the reactants Br[C:2]1[CH:10]=[CH:9][C:8]([O:11][CH3:12])=[CH:7][C:3]=1[C:4]([OH:6])=[O:5].C([Li])CCC.CON(C)[C:21](=[O:31])[C:22]1[CH:27]=[CH:26][C:25]([CH2:28][O:29][CH3:30])=[CH:24][CH:23]=1, predict the reaction product. (2) Given the reactants C[O:2][C:3](=[O:27])[C:4]1[CH:9]=[CH:8][C:7]([O:10][CH2:11][C:12]2[C:13]([C:19]3[CH:24]=[CH:23][C:22]([F:25])=[C:21]([F:26])[CH:20]=3)=[N:14][O:15][C:16]=2[CH2:17][OH:18])=[N:6][CH:5]=1.O.[OH-].[Li+].Cl, predict the reaction product. The product is: [F:26][C:21]1[CH:20]=[C:19]([C:13]2[C:12]([CH2:11][O:10][C:7]3[CH:8]=[CH:9][C:4]([C:3]([OH:27])=[O:2])=[CH:5][N:6]=3)=[C:16]([CH2:17][OH:18])[O:15][N:14]=2)[CH:24]=[CH:23][C:22]=1[F:25]. (3) Given the reactants [F:1][C:2]([F:16])([F:15])[C:3]([C:9]1[CH:14]=[CH:13][CH:12]=[CH:11][CH:10]=1)([OH:8])[C:4]([F:7])([F:6])[F:5].[N+:17]([O-])([OH:19])=[O:18], predict the reaction product. The product is: [F:1][C:2]([F:15])([F:16])[C:3]([C:9]1[CH:10]=[CH:11][CH:12]=[C:13]([N+:17]([O-:19])=[O:18])[CH:14]=1)([OH:8])[C:4]([F:6])([F:5])[F:7]. (4) Given the reactants [NH2:1][C:2]1[CH:11]=[C:10]([N:12]2[CH2:17][CH2:16][N:15]([C:18]([C:20]3[C:21]([C:26]4[CH:31]=[CH:30][CH:29]=[CH:28][C:27]=4[O:32][CH3:33])=[N:22][O:23][C:24]=3[CH3:25])=[O:19])[CH2:14][CH2:13]2)[C:9]([Cl:34])=[CH:8][C:3]=1[C:4]([O:6][CH3:7])=[O:5].[CH3:35][N:36]([CH3:46])[C:37]1[CH:45]=[CH:44][C:40]([C:41](Cl)=[O:42])=[CH:39][CH:38]=1.C(N=P1(N(CC)CC)N(C)CCCN1C)(C)(C)C, predict the reaction product. The product is: [Cl:34][C:9]1[C:10]([N:12]2[CH2:13][CH2:14][N:15]([C:18]([C:20]3[C:21]([C:26]4[CH:31]=[CH:30][CH:29]=[CH:28][C:27]=4[O:32][CH3:33])=[N:22][O:23][C:24]=3[CH3:25])=[O:19])[CH2:16][CH2:17]2)=[CH:11][C:2]([NH:1][C:41](=[O:42])[C:40]2[CH:39]=[CH:38][C:37]([N:36]([CH3:35])[CH3:46])=[CH:45][CH:44]=2)=[C:3]([CH:8]=1)[C:4]([O:6][CH3:7])=[O:5]. (5) Given the reactants Cl.[CH3:2][C:3]1[CH:18]=[CH:17][C:6]2[NH:7][C:8]3[CH:16]=[CH:15][CH:14]=[CH:13][C:9]=3[N:10]=[C:11]([NH2:12])[C:5]=2[CH:4]=1.[CH3:19][N:20]1[CH2:25][CH2:24]N[CH2:22][CH2:21]1.[CH:26](N(CC)C(C)C)(C)C.CS(C)=O, predict the reaction product. The product is: [CH3:2][C:3]1[C:18]([CH3:26])=[CH:17][C:6]2[NH:7][C:8]3[CH:16]=[CH:15][CH:14]=[CH:13][C:9]=3[N:10]=[C:11]([N:12]3[CH2:24][CH2:25][N:20]([CH3:19])[CH2:21][CH2:22]3)[C:5]=2[CH:4]=1. (6) Given the reactants [Br:1][C:2]1[CH:3]=[CH:4][C:5]2[CH2:11][N:10]([C:12]3[CH:21]=[C:20](Cl)[C:19]4[C:14](=[CH:15][CH:16]=[CH:17][CH:18]=4)[N:13]=3)[C:9](=[O:23])[CH2:8][CH2:7][C:6]=2[CH:24]=1.[CH2:25]([NH2:28])[CH2:26][NH2:27], predict the reaction product. The product is: [NH2:27][CH2:26][CH2:25][NH:28][C:20]1[C:19]2[C:14](=[CH:15][CH:16]=[CH:17][CH:18]=2)[N:13]=[C:12]([N:10]2[C:9](=[O:23])[CH2:8][CH2:7][C:6]3[CH:24]=[C:2]([Br:1])[CH:3]=[CH:4][C:5]=3[CH2:11]2)[CH:21]=1.